This data is from Full USPTO retrosynthesis dataset with 1.9M reactions from patents (1976-2016). The task is: Predict the reactants needed to synthesize the given product. (1) The reactants are: C([N:8]1[C:12]2[C:13](=[O:38])[N:14]([CH3:37])[C:15]([CH:28]([O:32][C:33]([CH3:36])([CH3:35])[CH3:34])[C:29]([OH:31])=[O:30])=[C:16]([C:17]3[C:18]([CH3:27])=[C:19]4[C:24](=[CH:25][CH:26]=3)[O:23][CH2:22][CH2:21][CH2:20]4)[C:11]=2[CH:10]=[CH:9]1)C1C=CC=CC=1.C[Si]([N-][Si](C)(C)C)(C)C.[K+]. Given the product [C:33]([O:32][CH:28]([C:15]1[N:14]([CH3:37])[C:13](=[O:38])[C:12]2[NH:8][CH:9]=[CH:10][C:11]=2[C:16]=1[C:17]1[C:18]([CH3:27])=[C:19]2[C:24](=[CH:25][CH:26]=1)[O:23][CH2:22][CH2:21][CH2:20]2)[C:29]([OH:31])=[O:30])([CH3:36])([CH3:35])[CH3:34], predict the reactants needed to synthesize it. (2) Given the product [N:29]1([CH2:34][CH2:35][CH2:36][NH:37][C:19]([C:16]2[S:15][C:11]3[N:12]=[CH:13][N:14]=[C:9]([NH:8][C:5]4[CH:6]=[CH:7][C:2]([F:1])=[CH:3][C:4]=4[O:22][C@@H:23]4[CH2:28][CH2:27][CH2:26][O:25][CH2:24]4)[C:10]=3[C:17]=2[CH3:18])=[O:20])[CH2:33][CH2:32][CH2:31][CH2:30]1, predict the reactants needed to synthesize it. The reactants are: [F:1][C:2]1[CH:7]=[CH:6][C:5]([NH:8][C:9]2[C:10]3[C:17]([CH3:18])=[C:16]([C:19](O)=[O:20])[S:15][C:11]=3[N:12]=[CH:13][N:14]=2)=[C:4]([O:22][C@@H:23]2[CH2:28][CH2:27][CH2:26][O:25][CH2:24]2)[CH:3]=1.[N:29]1([CH2:34][CH2:35][CH2:36][NH2:37])[CH2:33][CH2:32][CH2:31][CH2:30]1. (3) Given the product [F:1][C:2]([CH2:5][C:6]([OH:8])=[O:7])([F:4])[F:3].[CH3:24][O:23][C:21](=[O:22])[CH2:20][N:11]1[C:10](=[O:9])[CH2:14][C:13]2([CH2:19][CH2:18][N:17]([CH2:26][C:27]3[CH:32]=[C:31]([O:33][CH2:34][CH3:35])[C:30]([C:36]4[CH:41]=[CH:40][C:39]([F:42])=[CH:38][CH:37]=4)=[C:29]([O:43][CH2:44][CH3:45])[CH:28]=3)[CH2:16][CH2:15]2)[CH2:12]1, predict the reactants needed to synthesize it. The reactants are: [F:1][C:2]([CH2:5][C:6]([OH:8])=[O:7])([F:4])[F:3].[O:9]=[C:10]1[CH2:14][C:13]2([CH2:19][CH2:18][NH:17][CH2:16][CH2:15]2)[CH2:12][N:11]1[CH2:20][C:21]([O:23][CH3:24])=[O:22].Cl[CH2:26][C:27]1[CH:32]=[C:31]([O:33][CH2:34][CH3:35])[C:30]([C:36]2[CH:41]=[CH:40][C:39]([F:42])=[CH:38][CH:37]=2)=[C:29]([O:43][CH2:44][CH3:45])[CH:28]=1.CCN(C(C)C)C(C)C.C(O)(C(F)(F)F)=O. (4) Given the product [Cl:1][C:2]1[CH:7]=[CH:6][C:5]([CH2:8][NH:9][C:10](=[O:26])[C:11]2[C:16]([CH3:17])=[CH:15][C:14]([N:18]3[CH2:19][CH2:20][O:21][CH2:22][CH2:23]3)=[CH:13][C:12]=2[OH:24])=[CH:4][CH:3]=1, predict the reactants needed to synthesize it. The reactants are: [Cl:1][C:2]1[CH:7]=[CH:6][C:5]([CH2:8][NH:9][C:10](=[O:26])[C:11]2[C:16]([CH3:17])=[CH:15][C:14]([N:18]3[CH2:23][CH2:22][O:21][CH2:20][CH2:19]3)=[CH:13][C:12]=2[O:24]C)=[CH:4][CH:3]=1.B(Br)(Br)Br.O.